Dataset: Peptide-MHC class I binding affinity with 185,985 pairs from IEDB/IMGT. Task: Regression. Given a peptide amino acid sequence and an MHC pseudo amino acid sequence, predict their binding affinity value. This is MHC class I binding data. (1) The binding affinity (normalized) is 0.331. The MHC is HLA-B40:01 with pseudo-sequence HLA-B40:01. The peptide sequence is YEWGEEVPLL. (2) The peptide sequence is FYRSGTETK. The MHC is HLA-A11:01 with pseudo-sequence HLA-A11:01. The binding affinity (normalized) is 0.0116.